This data is from Forward reaction prediction with 1.9M reactions from USPTO patents (1976-2016). The task is: Predict the product of the given reaction. (1) Given the reactants [F:1][C:2]([F:38])([F:37])[C:3]([C:12]1[CH:13]=[C:14]([CH:21]=[CH:22][C:23]=1[Sn:24]([CH2:33][CH2:34][CH2:35][CH3:36])([CH2:29][CH2:30][CH2:31][CH3:32])[CH2:25][CH2:26][CH2:27][CH3:28])[CH2:15][N:16](C)[CH2:17]C=C)([O:8][CH2:9][O:10][CH3:11])[C:4]([F:7])([F:6])[F:5], predict the reaction product. The product is: [F:38][C:2]([F:1])([F:37])[C:3]([C:12]1[CH:13]=[C:14]([CH2:15][NH:16][CH3:17])[CH:21]=[CH:22][C:23]=1[Sn:24]([CH2:33][CH2:34][CH2:35][CH3:36])([CH2:29][CH2:30][CH2:31][CH3:32])[CH2:25][CH2:26][CH2:27][CH3:28])([O:8][CH2:9][O:10][CH3:11])[C:4]([F:7])([F:6])[F:5]. (2) The product is: [F:33][C:32]1[CH:31]=[C:30]2[C:26]([CH:27]=[N:28][NH:29]2)=[CH:25][C:24]=1[NH:23][C:19]([C:4]1[CH:5]([C:9]2[CH:14]=[CH:13][C:12]([C:15]([F:16])([F:18])[F:17])=[CH:11][CH:10]=2)[CH2:6][C:7](=[O:8])[N:2]([CH3:1])[C:3]=1[CH3:22])=[O:20]. Given the reactants [CH3:1][N:2]1[C:7](=[O:8])[CH2:6][CH:5]([C:9]2[CH:14]=[CH:13][C:12]([C:15]([F:18])([F:17])[F:16])=[CH:11][CH:10]=2)[C:4]([C:19](O)=[O:20])=[C:3]1[CH3:22].[NH2:23][C:24]1[CH:25]=[C:26]2[C:30](=[CH:31][C:32]=1[F:33])[NH:29][N:28]=[CH:27]2, predict the reaction product. (3) Given the reactants [O:1]=[C:2]1[CH:7]=[C:6]([C:8]([OH:10])=O)[O:5][C:4]([C:11]([OH:13])=[O:12])=[CH:3]1.C1C=CC2N(O)N=NC=2C=1.CCN=C=NCCCN(C)C.Cl.Cl.C([O:44][C:45](=[O:64])[C@H:46]([CH3:63])[CH2:47][C@H:48]([NH2:62])[CH2:49][C:50]1[CH:55]=[CH:54][C:53]([C:56]2[CH:61]=[CH:60][CH:59]=[CH:58][CH:57]=2)=[CH:52][CH:51]=1)C1C=CC=CC=1.C(N(CC)CC)C.C(OC([C@H](C)C[C@H](NC(C1OC(C(O)=O)=CC(=O)C=1)=O)CC1C=CC(C2C=CC=CC=2)=CC=1)=O)C1C=CC=CC=1.B(Cl)(Cl)Cl.Cl, predict the reaction product. The product is: [C:53]1([C:56]2[CH:57]=[CH:58][CH:59]=[CH:60][CH:61]=2)[CH:52]=[CH:51][C:50]([CH2:49][C@@H:48]([NH:62][C:8]([C:6]2[O:5][C:4]([C:11]([OH:13])=[O:12])=[CH:3][C:2](=[O:1])[CH:7]=2)=[O:10])[CH2:47][C@H:46]([C:45]([OH:64])=[O:44])[CH3:63])=[CH:55][CH:54]=1. (4) The product is: [Br:32][C:33]1[C:34]2[N:35]([C:47](=[O:62])[N:48]([CH2:50][C:51]3[CH:52]=[N:53][C:54]([C:57]([F:60])([F:59])[F:58])=[CH:55][CH:56]=3)[N:49]=2)[C:36]([CH3:46])=[CH:37][C:38]=1[C:39]1[CH:44]=[CH:43][C:42]([Cl:45])=[CH:41][CH:40]=1. Given the reactants BrC1C2N(C(=O)NN=2)C(C)=CC=1C1C=CC(Cl)=CC=1.ClCC1C=CC(C(F)(F)F)=NC=1.[Br:32][C:33]1[C:34]2[N:35]([C:47](=[O:62])[N:48]([CH2:50][C:51]3[C:52](C)=[N:53][C:54]([C:57]([F:60])([F:59])[F:58])=[CH:55][CH:56]=3)[N:49]=2)[C:36]([CH3:46])=[CH:37][C:38]=1[C:39]1[CH:44]=[CH:43][C:42]([Cl:45])=[CH:41][CH:40]=1, predict the reaction product. (5) The product is: [Br:18][CH2:10][C:9]1[C:2]([F:1])=[C:3]([CH:6]=[CH:7][CH:8]=1)[C:4]#[N:5]. Given the reactants [F:1][C:2]1[C:9]([CH3:10])=[CH:8][CH:7]=[CH:6][C:3]=1[C:4]#[N:5].C1C(=O)N([Br:18])C(=O)C1.CC(N=NC(C#N)(C)C)(C#N)C, predict the reaction product. (6) Given the reactants [Br:1][C:2]1[CH:3]=[C:4]([C:9]2[CH:14]=[C:13]([F:15])[N:12]=[CH:11][C:10]=2[NH2:16])[C:5](F)=[N:6][CH:7]=1.C[Si]([N-][Si](C)(C)C)(C)C.[Na+], predict the reaction product. The product is: [Br:1][C:2]1[CH:7]=[N:6][C:5]2[NH:16][C:10]3[CH:11]=[N:12][C:13]([F:15])=[CH:14][C:9]=3[C:4]=2[CH:3]=1. (7) Given the reactants [F:1][C:2]1[C:11]2[CH:12]([CH2:14][NH:15][CH2:16][CH2:17][C@@H:18]3[O:22][C:21](=[O:23])[N:20]([C:24]4[CH:25]=[CH:26][C:27]5[S:32][CH2:31][C:30](=[O:33])[NH:29][C:28]=5[CH:34]=4)[CH2:19]3)[CH2:13][N:9]3[C:10]=2[C:5]([CH:6]=[CH:7][C:8]3=[O:35])=[CH:4][CH:3]=1.[Si:36]([O:43][CH2:44][CH:45]=O)([C:39]([CH3:42])([CH3:41])[CH3:40])([CH3:38])[CH3:37], predict the reaction product. The product is: [C:39]([Si:36]([CH3:38])([CH3:37])[O:43][CH2:44][CH2:45][N:15]([CH2:14][CH:12]1[C:11]2=[C:10]3[C:5](=[CH:4][CH:3]=[C:2]2[F:1])[CH:6]=[CH:7][C:8](=[O:35])[N:9]3[CH2:13]1)[CH2:16][CH2:17][C@@H:18]1[O:22][C:21](=[O:23])[N:20]([C:24]2[CH:25]=[CH:26][C:27]3[S:32][CH2:31][C:30](=[O:33])[NH:29][C:28]=3[CH:34]=2)[CH2:19]1)([CH3:42])([CH3:41])[CH3:40]. (8) Given the reactants [I-:1].[C:2]([O:23][CH2:24][N+:25]1([CH3:46])[CH2:30][CH2:29][N:28]([C:31]2[C:32]3[CH:44]=[C:43]([CH3:45])[S:42][C:33]=3[NH:34][C:35]3[CH:41]=[CH:40][CH:39]=[CH:38][C:36]=3[N:37]=2)[CH2:27][CH2:26]1)(=[O:22])CCCCCCCCCCCCCCCCCCC.[Cl:47][C:48]1[CH:68]=[CH:67][C:51]([C:52]([C:54]2[CH:66]=[CH:65][C:57]([O:58][C:59](C)([CH3:63])[C:60](O)=O)=[CH:56][CH:55]=2)=[O:53])=[CH:50][CH:49]=1, predict the reaction product. The product is: [I-:1].[Cl:47][C:48]1[CH:68]=[CH:67][C:51]([C:52]([C:54]2[CH:66]=[CH:65][C:57]([O:58][C:59]([CH3:63])([CH3:60])[C:2]([O:23][CH2:24][N+:25]3([CH3:46])[CH2:30][CH2:29][N:28]([C:31]4[C:32]5[CH:44]=[C:43]([CH3:45])[S:42][C:33]=5[NH:34][C:35]5[CH:41]=[CH:40][CH:39]=[CH:38][C:36]=5[N:37]=4)[CH2:27][CH2:26]3)=[O:22])=[CH:56][CH:55]=2)=[O:53])=[CH:50][CH:49]=1.